This data is from Peptide-MHC class I binding affinity with 185,985 pairs from IEDB/IMGT. The task is: Regression. Given a peptide amino acid sequence and an MHC pseudo amino acid sequence, predict their binding affinity value. This is MHC class I binding data. The MHC is Mamu-A11 with pseudo-sequence Mamu-A11. The peptide sequence is LDVGDAYF. The binding affinity (normalized) is 0.